Dataset: Merck oncology drug combination screen with 23,052 pairs across 39 cell lines. Task: Regression. Given two drug SMILES strings and cell line genomic features, predict the synergy score measuring deviation from expected non-interaction effect. (1) Synergy scores: synergy=0.656. Cell line: OCUBM. Drug 1: CCN(CC)CCNC(=O)c1c(C)[nH]c(C=C2C(=O)Nc3ccc(F)cc32)c1C. Drug 2: CNC(=O)c1cc(Oc2ccc(NC(=O)Nc3ccc(Cl)c(C(F)(F)F)c3)cc2)ccn1. (2) Drug 1: Nc1ccn(C2OC(CO)C(O)C2(F)F)c(=O)n1. Drug 2: CCc1cnn2c(NCc3ccc[n+]([O-])c3)cc(N3CCCCC3CCO)nc12. Cell line: NCIH2122. Synergy scores: synergy=-3.40. (3) Drug 1: O=C(O)C1(Cc2cccc(Nc3nccs3)n2)CCC(Oc2cccc(Cl)c2F)CC1. Drug 2: Cc1nc(Nc2ncc(C(=O)Nc3c(C)cccc3Cl)s2)cc(N2CCN(CCO)CC2)n1. Cell line: MSTO. Synergy scores: synergy=90.5.